From a dataset of Reaction yield outcomes from USPTO patents with 853,638 reactions. Predict the reaction yield, written as a fraction of the theoretical maximum amount of product (1.0 means a 100% yield; for example, 0.34 means a 34% yield). The reactants are [H-].[Na+].[NH2:3][C:4]1[CH:9]=[CH:8][N:7]([CH2:10][CH2:11][CH2:12][CH2:13][C:14]2[N:19]=[N:18][C:17]([NH:20][C:21](=[O:29])[CH2:22][C:23]3[CH:28]=[CH:27][CH:26]=[CH:25][CH:24]=3)=[CH:16][CH:15]=2)[C:6](=[O:30])[N:5]=1.Br[CH2:32][CH2:33][CH2:34][O:35][CH3:36]. The catalyst is CN(C=O)C.CCOC(C)=O. The product is [CH3:36][O:35][CH2:34][CH2:33][CH2:32][NH:3][C:4]1[CH:9]=[CH:8][N:7]([CH2:10][CH2:11][CH2:12][CH2:13][C:14]2[N:19]=[N:18][C:17]([NH:20][C:21](=[O:29])[CH2:22][C:23]3[CH:24]=[CH:25][CH:26]=[CH:27][CH:28]=3)=[CH:16][CH:15]=2)[C:6](=[O:30])[N:5]=1. The yield is 0.110.